Dataset: TCR-epitope binding with 47,182 pairs between 192 epitopes and 23,139 TCRs. Task: Binary Classification. Given a T-cell receptor sequence (or CDR3 region) and an epitope sequence, predict whether binding occurs between them. (1) The epitope is RLFRKSNLK. The TCR CDR3 sequence is CSVEGPAGGPYEQYF. Result: 0 (the TCR does not bind to the epitope). (2) The epitope is RAKFKQLL. The TCR CDR3 sequence is CASSLVGIGNTIYF. Result: 1 (the TCR binds to the epitope). (3) The epitope is NLDSKVGGNY. The TCR CDR3 sequence is CASSVPGTKRSEQFF. Result: 0 (the TCR does not bind to the epitope). (4) The epitope is KMKDLSPRW. The TCR CDR3 sequence is CASSTRSHEPQHF. Result: 0 (the TCR does not bind to the epitope). (5) The epitope is LLLGIGILV. The TCR CDR3 sequence is CSARAGTSGIGEQYF. Result: 1 (the TCR binds to the epitope). (6) The epitope is KPLEFGATSAAL. The TCR CDR3 sequence is CASSTLAGPNNEQFF. Result: 1 (the TCR binds to the epitope). (7) The epitope is RIFTIGTVTLK. The TCR CDR3 sequence is CASTPAGELFF. Result: 0 (the TCR does not bind to the epitope). (8) The epitope is ELAGIGILTV. The TCR CDR3 sequence is CASSLGQYNSPLHF. Result: 1 (the TCR binds to the epitope). (9) The epitope is SEPVLKGVKL. The TCR CDR3 sequence is CASSLEGAQSTDTQYF. Result: 1 (the TCR binds to the epitope).